From a dataset of Full USPTO retrosynthesis dataset with 1.9M reactions from patents (1976-2016). Predict the reactants needed to synthesize the given product. (1) Given the product [NH2:1][C:2]1[N:6]([C:7]2[CH:12]=[CH:11][C:10]([F:13])=[CH:9][CH:8]=2)[N:5]=[CH:4][C:3]=1[C:14]([NH:16][CH2:17][C:18]([OH:19])([CH2:20][NH:32][CH2:25][C:26]1[CH:31]=[CH:30][CH:29]=[CH:28][CH:27]=1)[C:21]([F:22])([F:23])[F:24])=[O:15], predict the reactants needed to synthesize it. The reactants are: [NH2:1][C:2]1[N:6]([C:7]2[CH:12]=[CH:11][C:10]([F:13])=[CH:9][CH:8]=2)[N:5]=[CH:4][C:3]=1[C:14]([NH:16][CH2:17][C:18]1([C:21]([F:24])([F:23])[F:22])[CH2:20][O:19]1)=[O:15].[CH2:25]([NH2:32])[C:26]1[CH:31]=[CH:30][CH:29]=[CH:28][CH:27]=1. (2) Given the product [ClH:1].[ClH:28].[Cl:1][C:2]1[CH:27]=[CH:26][C:5]2[NH:6][C:7]3[S:8][C:9]([CH3:25])=[CH:10][C:11]=3[C:12]([N:14]3[CH2:19][CH2:18][N:17]([CH3:20])[C@@H:16]([CH2:21][CH2:22][O:23][CH3:24])[CH2:15]3)=[N:13][C:4]=2[CH:3]=1, predict the reactants needed to synthesize it. The reactants are: [Cl:1][C:2]1[CH:27]=[CH:26][C:5]2[NH:6][C:7]3[S:8][C:9]([CH3:25])=[CH:10][C:11]=3[C:12]([N:14]3[CH2:19][CH2:18][N:17]([CH3:20])[C@@H:16]([CH2:21][CH2:22][O:23][CH3:24])[CH2:15]3)=[N:13][C:4]=2[CH:3]=1.[ClH:28].